This data is from Forward reaction prediction with 1.9M reactions from USPTO patents (1976-2016). The task is: Predict the product of the given reaction. (1) Given the reactants [Br:1][C:2]1[C:7]([NH:8][C:9]([C:11]2[CH:15]=[CH:14][O:13][N:12]=2)=O)=[CH:6][C:5]([F:16])=[CH:4][N:3]=1.B.C1COCC1, predict the reaction product. The product is: [Br:1][C:2]1[C:7]([NH:8][CH2:9][C:11]2[CH:15]=[CH:14][O:13][N:12]=2)=[CH:6][C:5]([F:16])=[CH:4][N:3]=1. (2) Given the reactants [C@@H:1]12[CH2:7][NH:6][C@@H:5]1[CH2:4][N:3]([C:8]([O:10][CH2:11][C:12]1[CH:17]=[CH:16][CH:15]=[CH:14][CH:13]=1)=[O:9])[CH2:2]2.Br[C:19]1[CH:20]=[N:21][CH:22]=[C:23]([O:25][CH3:26])[CH:24]=1, predict the reaction product. The product is: [CH3:26][O:25][C:23]1[CH:24]=[C:19]([N:6]2[CH2:7][C@@H:1]3[C@H:5]2[CH2:4][N:3]([C:8]([O:10][CH2:11][C:12]2[CH:17]=[CH:16][CH:15]=[CH:14][CH:13]=2)=[O:9])[CH2:2]3)[CH:20]=[N:21][CH:22]=1.